From a dataset of NCI-60 drug combinations with 297,098 pairs across 59 cell lines. Regression. Given two drug SMILES strings and cell line genomic features, predict the synergy score measuring deviation from expected non-interaction effect. Drug 1: C(CC(=O)O)C(=O)CN.Cl. Drug 2: C(CCl)NC(=O)N(CCCl)N=O. Cell line: EKVX. Synergy scores: CSS=15.2, Synergy_ZIP=-2.81, Synergy_Bliss=-0.0914, Synergy_Loewe=-0.382, Synergy_HSA=0.466.